The task is: Predict the product of the given reaction.. This data is from Forward reaction prediction with 1.9M reactions from USPTO patents (1976-2016). (1) Given the reactants I[C:2]1[O:3][CH:4]=[C:5]([C:7]([O:9][CH2:10][CH3:11])=[O:8])[N:6]=1.[Cl:12][C:13]1[CH:18]=[CH:17][C:16](B(O)O)=[CH:15][C:14]=1[CH3:22].C(=O)([O-])[O-].[Cs+].[Cs+], predict the reaction product. The product is: [Cl:12][C:13]1[CH:18]=[CH:17][C:16]([C:2]2[O:3][CH:4]=[C:5]([C:7]([O:9][CH2:10][CH3:11])=[O:8])[N:6]=2)=[CH:15][C:14]=1[CH3:22]. (2) Given the reactants C(OC([NH:8][CH2:9][CH2:10][CH2:11][C@H:12]([NH:16][C:17]([C:19]1[C:20](=[O:34])[N:21]([CH2:25][C:26]2[CH:31]=[C:30]([Cl:32])[CH:29]=[C:28]([Cl:33])[CH:27]=2)[CH:22]=[CH:23][CH:24]=1)=[O:18])[C:13]([OH:15])=[O:14])=O)(C)(C)C.[C:35]([OH:41])([C:37]([F:40])([F:39])[F:38])=[O:36], predict the reaction product. The product is: [NH2:8][CH2:9][CH2:10][CH2:11][C@H:12]([NH:16][C:17]([C:19]1[C:20](=[O:34])[N:21]([CH2:25][C:26]2[CH:31]=[C:30]([Cl:32])[CH:29]=[C:28]([Cl:33])[CH:27]=2)[CH:22]=[CH:23][CH:24]=1)=[O:18])[C:13]([OH:15])=[O:14].[C:35]([OH:41])([C:37]([F:40])([F:39])[F:38])=[O:36]. (3) Given the reactants [Cl:1][C:2]1[CH:3]=[CH:4][C:5]([NH:8][C:9](=[O:24])[C:10]2[CH:15]=[CH:14][CH:13]=[CH:12][C:11]=2[NH:16][CH2:17][CH:18]2[CH2:23][CH2:22][NH:21][CH2:20][CH2:19]2)=[N:6][CH:7]=1.[C:25]([C:28]1[CH:33]=[CH:32][N:31]=[CH:30][CH:29]=1)(=O)[CH3:26].C([BH3-])#N.[Na+].CO.C(O)(=O)C, predict the reaction product. The product is: [Cl:1][C:2]1[CH:3]=[CH:4][C:5]([NH:8][C:9](=[O:24])[C:10]2[CH:15]=[CH:14][CH:13]=[CH:12][C:11]=2[NH:16][CH2:17][CH:18]2[CH2:19][CH2:20][N:21]([CH:25]([C:28]3[CH:33]=[CH:32][N:31]=[CH:30][CH:29]=3)[CH3:26])[CH2:22][CH2:23]2)=[N:6][CH:7]=1.